Dataset: Full USPTO retrosynthesis dataset with 1.9M reactions from patents (1976-2016). Task: Predict the reactants needed to synthesize the given product. (1) Given the product [Cl:1][C:2]1[C:3]([O:31][C:20]2[CH:21]=[N:22][C:23]([O:24][C@@H:25]([CH3:30])[C:26]([F:29])([F:28])[F:27])=[C:18]([Cl:17])[CH:19]=2)=[CH:4][C:5]([F:15])=[C:6]([CH:14]=1)[C:7]([O:9][C:10]([CH3:13])([CH3:12])[CH3:11])=[O:8], predict the reactants needed to synthesize it. The reactants are: [Cl:1][C:2]1[C:3](F)=[CH:4][C:5]([F:15])=[C:6]([CH:14]=1)[C:7]([O:9][C:10]([CH3:13])([CH3:12])[CH3:11])=[O:8].[Cl:17][C:18]1[CH:19]=[C:20]([OH:31])[CH:21]=[N:22][C:23]=1[O:24][C@@H:25]([CH3:30])[C:26]([F:29])([F:28])[F:27].C(=O)([O-])[O-].[K+].[K+]. (2) Given the product [CH2:30]([O:29][C:27](=[O:28])[C:26](=[O:32])[CH2:18][C:17]([C:14]1[CH:13]=[CH:12][C:11]([C:20]2[CH:21]=[CH:22][CH:23]=[CH:24][CH:25]=2)=[CH:16][CH:15]=1)=[O:19])[CH3:31], predict the reactants needed to synthesize it. The reactants are: C[Si]([N-][Si](C)(C)C)(C)C.[Li+].[C:11]1([C:20]2[CH:25]=[CH:24][CH:23]=[CH:22][CH:21]=2)[CH:16]=[CH:15][C:14]([C:17](=[O:19])[CH3:18])=[CH:13][CH:12]=1.[C:26](OCC)(=[O:32])[C:27]([O:29][CH2:30][CH3:31])=[O:28]. (3) Given the product [NH2:33][C:34]1[S:38][C:37]([C:39]2[CH:44]=[CH:43][CH:42]=[CH:41][C:40]=2[C:45]([F:48])([F:47])[F:46])=[N:36][C:35]=1[C:49]([NH:23][C:18]1[CH:19]=[N:20][N:21]([CH3:22])[C:17]=1[C@@H:5]1[CH2:6][CH2:7][C@@H:8]([NH2:9])[C@H:2]([F:1])[CH2:3][O:4]1)=[O:50], predict the reactants needed to synthesize it. The reactants are: [F:1][C@H:2]1[C@H:8]([NH:9]C(=O)OC(C)(C)C)[CH2:7][CH2:6][C@@H:5]([C:17]2[N:21]([CH3:22])[N:20]=[CH:19][C:18]=2[N+:23]([O-])=O)[O:4][CH2:3]1.C(OC([NH:33][C:34]1[S:38][C:37]([C:39]2[CH:44]=[CH:43][CH:42]=[CH:41][C:40]=2[C:45]([F:48])([F:47])[F:46])=[N:36][C:35]=1[C:49](O)=[O:50])=O)(C)(C)C. (4) Given the product [Cl:1][C:2]1[CH:3]=[C:4]([NH:9][CH2:10][CH2:11][NH:21][C:18]2[CH:19]=[CH:20][C:15]([O:14][CH3:13])=[C:16]([O:22][CH2:23][CH2:24][N:25]3[CH2:26][CH2:27][CH2:28][CH2:29][CH2:30]3)[CH:17]=2)[CH:5]=[CH:6][C:7]=1[Cl:8], predict the reactants needed to synthesize it. The reactants are: [Cl:1][C:2]1[CH:3]=[C:4]([NH:9][CH2:10][CH2:11]O)[CH:5]=[CH:6][C:7]=1[Cl:8].[CH3:13][O:14][C:15]1[CH:20]=[CH:19][C:18]([NH2:21])=[CH:17][C:16]=1[O:22][CH2:23][CH2:24][N:25]1[CH2:30][CH2:29][CH2:28][CH2:27][CH2:26]1. (5) The reactants are: [Cl:1][C:2]1[CH:7]=[C:6]([N:8]=[C:9]=S)[CH:5]=[CH:4][C:3]=1[CH3:11].Br[C:13]1[S:17][C:16]([NH:18][NH2:19])=[N:15][C:14]=1[C:20]1[CH:25]=[C:24]([Cl:26])[CH:23]=[CH:22][C:21]=1[Cl:27].C1CCC(N=C=NC2CCCCC2)CC1. Given the product [Cl:1][C:2]1[CH:7]=[C:6]([NH:8][C:9]2[N:15]3[C:14]([C:20]4[CH:25]=[C:24]([Cl:26])[CH:23]=[CH:22][C:21]=4[Cl:27])=[CH:13][S:17][C:16]3=[N:18][N:19]=2)[CH:5]=[CH:4][C:3]=1[CH3:11], predict the reactants needed to synthesize it. (6) Given the product [Cl:26][C:9]1[S:10][C:11]([CH2:14][N:15]2[C:20](=[N:21][N+:22]([O-:24])=[O:23])[N:19]([CH3:25])[CH2:18][O:17][CH2:16]2)=[CH:12][N:13]=1, predict the reactants needed to synthesize it. The reactants are: C(S[C:9]1[S:10][C:11]([CH2:14][N:15]2[C:20](=[N:21][N+:22]([O-:24])=[O:23])[N:19]([CH3:25])[CH2:18][O:17][CH2:16]2)=[CH:12][N:13]=1)C1C=CC=CC=1.[ClH:26].ClCl. (7) Given the product [CH2:7]1[C@H:9]2[C@@H:15]([CH2:14][CH2:12][CH2:11][CH2:10]2)[CH2:16][CH2:17][CH2:19]1, predict the reactants needed to synthesize it. The reactants are: C(OC/C=[C:7](/[CH2:9][CH2:10]/[CH:11]=[C:12](/[CH2:14][CH2:15][CH:16]=[C:17]([CH3:19])C)\C)\C)(=O)C. (8) Given the product [C:23]([NH:2][CH2:1][CH:3]([C:9]1[C:18]2[C:13](=[CH:14][CH:15]=[C:16]([O:19][CH3:20])[CH:17]=2)[CH:12]=[CH:11][CH:10]=1)[CH2:4][C:5]([O:7][CH3:8])=[O:6])(=[O:25])[CH3:24], predict the reactants needed to synthesize it. The reactants are: [C:1]([CH:3]([C:9]1[C:18]2[C:13](=[CH:14][CH:15]=[C:16]([O:19][CH3:20])[CH:17]=2)[CH:12]=[CH:11][CH:10]=1)[CH2:4][C:5]([O:7][CH3:8])=[O:6])#[N:2].[H][H].[C:23](OC(=O)C)(=[O:25])[CH3:24]. (9) Given the product [F:1][C:2]1[CH:7]=[CH:6][CH:5]=[CH:4][C:3]=1[C:8]12[CH2:9][O:10][CH:11]([C:12]([F:15])([F:14])[F:13])[CH:16]1[CH2:17][O:19][NH:18]2, predict the reactants needed to synthesize it. The reactants are: [F:1][C:2]1[CH:7]=[CH:6][CH:5]=[CH:4][C:3]=1[C:8](=[N:18][OH:19])[CH2:9][O:10][CH:11]([CH:16]=[CH2:17])[C:12]([F:15])([F:14])[F:13].C1(C=CC(O)=CC=1)O.Cl. (10) Given the product [CH3:1][O:2][C:3](=[O:32])[CH2:4][C:6]1[C:18]2[CH:17]=[N:16][C:15]([Cl:19])=[CH:14][C:13]=2[N:12]2[C:7]=1[CH2:8][CH2:9][CH:10]([N:20]([S:22]([C:25]1[CH:26]=[CH:27][C:28]([F:31])=[CH:29][CH:30]=1)(=[O:24])=[O:23])[CH3:21])[CH2:11]2, predict the reactants needed to synthesize it. The reactants are: [CH3:1][O:2][C:3](=[O:32])[C:4]([C:6]1[C:18]2[CH:17]=[N:16][C:15]([Cl:19])=[CH:14][C:13]=2[N:12]2[C:7]=1[CH2:8][CH2:9][CH:10]([N:20]([S:22]([C:25]1[CH:30]=[CH:29][C:28]([F:31])=[CH:27][CH:26]=1)(=[O:24])=[O:23])[CH3:21])[CH2:11]2)=O.C(O)(C(F)(F)F)=O.[SiH](CC)(CC)CC.